Dataset: Reaction yield outcomes from USPTO patents with 853,638 reactions. Task: Predict the reaction yield, written as a fraction of the theoretical maximum amount of product (1.0 means a 100% yield; for example, 0.34 means a 34% yield). The reactants are C1(C2C3C(=CC=CC=3)C=CC=2)C2C(=CC=CC=2)C=CC=1P1C(C)(C)CC2(OCCO2)CC1(C)C.C(N(CC)CC)C.Br[C:43]1[CH:48]=[CH:47][CH:46]=[CH:45][CH:44]=1.[CH2:49]([O:51][P:52]([O-:56])[O:53][CH2:54][CH3:55])[CH3:50]. The catalyst is C([O-])(=O)C.[Pd+2].C([O-])(=O)C.C(O)C. The product is [C:43]1([P:52](=[O:56])([O:53][CH2:54][CH3:55])[O:51][CH2:49][CH3:50])[CH:48]=[CH:47][CH:46]=[CH:45][CH:44]=1. The yield is 0.590.